The task is: Predict the product of the given reaction.. This data is from Forward reaction prediction with 1.9M reactions from USPTO patents (1976-2016). (1) Given the reactants [NH2:1][C:2]1[CH:3]=[C:4]2[C:9](=[CH:10][CH:11]=1)[N:8]=[CH:7][C:6]([C:12]#[N:13])=[C:5]2[NH:14][C:15]1[CH:20]=[CH:19][C:18]([F:21])=[C:17]([Cl:22])[CH:16]=1.[O:23]1[CH2:28][CH2:27][N:26]([S:29]([C:32]2[CH:39]=[CH:38][C:35]([CH:36]=O)=[CH:34][CH:33]=2)(=[O:31])=[O:30])[CH2:25][CH2:24]1.[BH3-]C#N.[Na+], predict the reaction product. The product is: [O:23]1[CH2:28][CH2:27][N:26]([S:29]([C:32]2[CH:39]=[CH:38][C:35]([CH2:36][NH:1][C:2]3[CH:3]=[C:4]4[C:9](=[CH:10][CH:11]=3)[N:8]=[CH:7][C:6]([C:12]#[N:13])=[C:5]4[NH:14][C:15]3[CH:20]=[CH:19][C:18]([F:21])=[C:17]([Cl:22])[CH:16]=3)=[CH:34][CH:33]=2)(=[O:31])=[O:30])[CH2:25][CH2:24]1. (2) Given the reactants [F:1][C:2]1[CH:3]=[CH:4][C:5]([O:12][CH3:13])=[C:6]([CH2:8][CH2:9][CH:10]=[O:11])[CH:7]=1.[CH:14]([Mg]Br)=[CH:15][CH2:16][CH3:17].[Cl-].[NH4+], predict the reaction product. The product is: [F:1][C:2]1[CH:3]=[CH:4][C:5]([O:12][CH3:13])=[C:6]([CH2:8][CH2:9][CH:10]([OH:11])[CH2:17][CH2:16][CH:15]=[CH2:14])[CH:7]=1. (3) Given the reactants [O:1]=[C:2]1[CH2:11][CH2:10][C:9]2[C:4](=[CH:5][C:6]([CH2:12][CH2:13]C(O)=O)=[CH:7][CH:8]=2)[NH:3]1.C1C=CC(P(N=[N+]=[N-])(C2C=CC=CC=2)=[O:24])=CC=1.C([N:36]([CH2:39]C)CC)C.[C:41]([OH:45])([CH3:44])([CH3:43])[CH3:42], predict the reaction product. The product is: [C:41]([O:45][C:39](=[O:24])[NH:36][CH2:13][CH2:12][C:6]1[CH:5]=[C:4]2[C:9]([CH2:10][CH2:11][C:2](=[O:1])[NH:3]2)=[CH:8][CH:7]=1)([CH3:44])([CH3:43])[CH3:42]. (4) Given the reactants Br[C:2]1[CH:15]=[N:14][C:5]2[NH:6][C:7]3[CH2:8][CH2:9][CH2:10][C:11](=[O:13])[C:12]=3[C:4]=2[CH:3]=1.[F:16][C:17]1[CH:22]=[CH:21][C:20](B(O)O)=[CH:19][CH:18]=1.C(=O)([O-])[O-].[Na+].[Na+].Cl, predict the reaction product. The product is: [F:16][C:17]1[CH:22]=[CH:21][C:20]([C:2]2[CH:15]=[N:14][C:5]3[NH:6][C:7]4[CH2:8][CH2:9][CH2:10][C:11](=[O:13])[C:12]=4[C:4]=3[CH:3]=2)=[CH:19][CH:18]=1.